This data is from Forward reaction prediction with 1.9M reactions from USPTO patents (1976-2016). The task is: Predict the product of the given reaction. Given the reactants [CH3:1][C:2]1[C:6]([CH2:7][N:8]2[CH:12]=[C:11]([N:13]3[C:17](=[O:18])[CH2:16][NH:15][C:14]3=[O:19])[CH:10]=[N:9]2)=[C:5]([CH3:20])[O:4][N:3]=1.[OH:21][C:22]1[CH:30]=[CH:29][C:25]([CH2:26][CH2:27]Br)=[CH:24][CH:23]=1, predict the reaction product. The product is: [CH3:1][C:2]1[C:6]([CH2:7][N:8]2[CH:12]=[C:11]([N:13]3[C:17](=[O:18])[CH2:16][N:15]([CH2:27][CH2:26][C:25]4[CH:29]=[CH:30][C:22]([OH:21])=[CH:23][CH:24]=4)[C:14]3=[O:19])[CH:10]=[N:9]2)=[C:5]([CH3:20])[O:4][N:3]=1.